This data is from Forward reaction prediction with 1.9M reactions from USPTO patents (1976-2016). The task is: Predict the product of the given reaction. Given the reactants [ClH:1].[NH2:2][C:3]1[C:8]([C:9]2[CH:14]=[CH:13][C:12]([NH:15][C:16]([C:18]3[C:23](=[O:24])[C:22]([C:25]4[CH:30]=[CH:29][C:28]([F:31])=[CH:27][CH:26]=4)=[CH:21][N:20]([CH2:32][C:33]([F:36])([F:35])[F:34])[CH:19]=3)=[O:17])=[CH:11][CH:10]=2)=[CH:7][C:6]([C:37]2[CH:42]=[CH:41][C:40]([O:43][CH3:44])=[C:39]([O:45][CH3:46])[CH:38]=2)=[CH:5][N:4]=1, predict the reaction product. The product is: [OH2:17].[ClH:1].[NH2:2][C:3]1[C:8]([C:9]2[CH:10]=[CH:11][C:12]([NH:15][C:16]([C:18]3[C:23](=[O:24])[C:22]([C:25]4[CH:26]=[CH:27][C:28]([F:31])=[CH:29][CH:30]=4)=[CH:21][N:20]([CH2:32][C:33]([F:34])([F:35])[F:36])[CH:19]=3)=[O:17])=[CH:13][CH:14]=2)=[CH:7][C:6]([C:37]2[CH:42]=[CH:41][C:40]([O:43][CH3:44])=[C:39]([O:45][CH3:46])[CH:38]=2)=[CH:5][N:4]=1.